From a dataset of Forward reaction prediction with 1.9M reactions from USPTO patents (1976-2016). Predict the product of the given reaction. (1) Given the reactants [Si:1]([O:8][C@H:9]([C:55]1[CH:64]=[CH:63][C:62]([OH:65])=[C:61]2[C:56]=1[CH:57]=[CH:58][C:59](=[O:66])[NH:60]2)[CH2:10][NH:11][CH2:12][CH2:13][CH2:14][CH2:15][CH2:16][CH2:17][CH2:18][CH2:19]NC(C1C=C(S(C2C=C3C(=C(C)C=2)N=CC(C(N)=O)=C3NC2C=CC=C(OC)C=2)(=O)=O)C=CC=1)=O)([C:4]([CH3:7])([CH3:6])[CH3:5])([CH3:3])[CH3:2].[CH3:67][O:68][C:69]1[CH:70]=[C:71]([NH:75][C:76]2[C:85]3[C:80](=[C:81]([CH3:111])[CH:82]=[C:83]([S:86]([C:89]4[CH:94]=[CH:93][CH:92]=[C:91]([C:95](=[O:110])[NH:96][C:97]5C=CC(C#CCCC=O)=[CH:99][C:98]=5[CH3:109])[CH:90]=4)(=[O:88])=[O:87])[CH:84]=3)[N:79]=[CH:78]C=2C(N)=O)[CH:72]=[CH:73][CH:74]=1, predict the reaction product. The product is: [Si:1]([O:8][C@H:9]([C:55]1[CH:64]=[CH:63][C:62]([OH:65])=[C:61]2[C:56]=1[CH:57]=[CH:58][C:59](=[O:66])[NH:60]2)[CH2:10][NH:11][CH2:12][CH2:13][CH2:14][C:15]#[C:16][C:17]1[CH:18]=[CH:19][C:97]([NH:96][C:95]([C:91]2[CH:90]=[C:89]([S:86]([C:83]3[CH:84]=[C:85]4[C:80](=[C:81]([CH3:111])[CH:82]=3)[N:79]=[CH:78][C:58]([C:59]([NH2:60])=[O:66])=[C:76]4[NH:75][C:71]3[CH:72]=[CH:73][CH:74]=[C:69]([O:68][CH3:67])[CH:70]=3)(=[O:87])=[O:88])[CH:94]=[CH:93][CH:92]=2)=[O:110])=[C:98]([CH3:109])[CH:99]=1)([C:4]([CH3:7])([CH3:5])[CH3:6])([CH3:3])[CH3:2]. (2) Given the reactants Br[C:2]1[S:3][CH:4]=[C:5]([Cl:7])[CH:6]=1.[N:8]1[CH:13]=[CH:12][CH:11]=[C:10](B(O)O)[CH:9]=1.C([O-])([O-])=O.[Na+].[Na+].N#N.C1C=CC(P(C2C=CC=CC=2)C2C=CC=CC=2)=CC=1, predict the reaction product. The product is: [Cl:7][C:5]1[CH:6]=[C:2]([C:10]2[CH:9]=[N:8][CH:13]=[CH:12][CH:11]=2)[S:3][CH:4]=1. (3) The product is: [C:1]([O:5][C:6](=[O:20])[NH:7][C@H:8]([C:17](=[O:18])[NH:21][C:22]1[S:23][CH:24]=[C:25]([C:27](=[O:29])[CH3:28])[N:26]=1)[C@H:9]([C:11]1[CH:16]=[CH:15][CH:14]=[CH:13][CH:12]=1)[CH3:10])([CH3:4])([CH3:3])[CH3:2]. Given the reactants [C:1]([O:5][C:6](=[O:20])[NH:7][C@H:8]([C:17](F)=[O:18])[C@H:9]([C:11]1[CH:16]=[CH:15][CH:14]=[CH:13][CH:12]=1)[CH3:10])([CH3:4])([CH3:3])[CH3:2].[NH2:21][C:22]1[S:23][CH:24]=[C:25]([C:27](=[O:29])[CH3:28])[N:26]=1.CN1CCOCC1, predict the reaction product. (4) Given the reactants [C:1]([O:5][N:6]=[C:7]1[C:16]2[C:11](=[CH:12][C:13]([O:17][CH2:18][CH2:19][CH2:20]Cl)=[CH:14][CH:15]=2)[O:10][C:9]([C:22]2[N:27]=[CH:26][N:25]3[CH:28]=[CH:29][CH:30]=[C:24]3[CH:23]=2)=[CH:8]1)([CH3:4])([CH3:3])[CH3:2].[NH:31]1[CH2:36][CH2:35][O:34][CH2:33][CH2:32]1, predict the reaction product. The product is: [C:1]([O:5][N:6]=[C:7]1[C:16]2[C:11](=[CH:12][C:13]([O:17][CH2:18][CH2:19][CH2:20][N:31]3[CH2:36][CH2:35][O:34][CH2:33][CH2:32]3)=[CH:14][CH:15]=2)[O:10][C:9]([C:22]2[N:27]=[CH:26][N:25]3[CH:28]=[CH:29][CH:30]=[C:24]3[CH:23]=2)=[CH:8]1)([CH3:4])([CH3:3])[CH3:2]. (5) Given the reactants Cl.[NH2:2][C@H:3]1[CH2:8][CH2:7][C@H:6]([NH:9][C:10]([C:12]2[C:16]3[N:17]=[CH:18][N:19]=[C:20]([C:21]4[CH:26]=[C:25]([F:27])[CH:24]=[CH:23][C:22]=4[O:28][CH2:29][CH:30]4[CH2:32][CH2:31]4)[C:15]=3[NH:14][C:13]=2[CH3:33])=[O:11])[CH2:5][CH2:4]1.C([O:37][C@@H:38]([CH3:42])[C:39](Cl)=[O:40])(=O)C, predict the reaction product. The product is: [CH:30]1([CH2:29][O:28][C:22]2[CH:23]=[CH:24][C:25]([F:27])=[CH:26][C:21]=2[C:20]2[C:15]3[NH:14][C:13]([CH3:33])=[C:12]([C:10]([NH:9][C@H:6]4[CH2:7][CH2:8][C@H:3]([NH:2][C:39](=[O:40])[C@@H:38]([OH:37])[CH3:42])[CH2:4][CH2:5]4)=[O:11])[C:16]=3[N:17]=[CH:18][N:19]=2)[CH2:31][CH2:32]1.